Dataset: Catalyst prediction with 721,799 reactions and 888 catalyst types from USPTO. Task: Predict which catalyst facilitates the given reaction. (1) Reactant: CC1(C)C(C)(C)OB([C:9]2[CH:10]=[CH:11][C:12]([NH2:19])=[N:13][C:14]=2[C:15]([F:18])([F:17])[F:16])O1.B(O[O-])=[O:22].O.[Na+].CCOC(C)=O. Product: [NH2:19][C:12]1[N:13]=[C:14]([C:15]([F:18])([F:17])[F:16])[C:9]([OH:22])=[CH:10][CH:11]=1. The catalyst class is: 20. (2) Reactant: C([O-])=O.[NH4+].[CH3:5][C:6]1[CH:7]=[C:8]2[C:12](=[CH:13][C:14]=1[CH3:15])[NH:11][CH:10]=[C:9]2[C:16]([O:18]CC1C=CC=CC=1)=[O:17]. Product: [CH3:5][C:6]1[CH:7]=[C:8]2[C:12](=[CH:13][C:14]=1[CH3:15])[NH:11][CH:10]=[C:9]2[C:16]([OH:18])=[O:17]. The catalyst class is: 19. (3) Reactant: [CH3:1][C:2]1[C:3]2[CH:12]=[CH:11][CH:10]=[CH:9][C:4]=2[S:5][C:6]=1[CH:7]=O.[N:13]1([C:19]([O:21][C:22]([CH3:25])([CH3:24])[CH3:23])=[O:20])[CH2:18][CH2:17][NH:16][CH2:15][CH2:14]1.[BH-](OC(C)=O)(OC(C)=O)OC(C)=O.[Na+]. Product: [CH3:1][C:2]1[C:3]2[CH:12]=[CH:11][CH:10]=[CH:9][C:4]=2[S:5][C:6]=1[CH2:7][N:16]1[CH2:15][CH2:14][N:13]([C:19]([O:21][C:22]([CH3:25])([CH3:24])[CH3:23])=[O:20])[CH2:18][CH2:17]1. The catalyst class is: 2. (4) Reactant: [CH2:1]([O:3][C:4]([C:6]1[C:7]([OH:28])=[C:8]2[C:16](Br)=[C:15](Br)[N:14]([CH2:19][C:20]3[CH:25]=[CH:24][C:23]([O:26][CH3:27])=[CH:22][CH:21]=3)[C:9]2=[C:10]([C:12]#[N:13])[N:11]=1)=[O:5])[CH3:2].C([O-])=O.[NH4+]. Product: [CH2:1]([O:3][C:4]([C:6]1[C:7]([OH:28])=[C:8]2[CH:16]=[CH:15][N:14]([CH2:19][C:20]3[CH:21]=[CH:22][C:23]([O:26][CH3:27])=[CH:24][CH:25]=3)[C:9]2=[C:10]([C:12]#[N:13])[N:11]=1)=[O:5])[CH3:2]. The catalyst class is: 45. (5) Reactant: [C:1](Cl)(Cl)=[S:2].C(=O)([O-])[O-].[K+].[K+].O.[NH:12]1[C:16]2[CH:17]=[CH:18][C:19]([NH2:21])=[CH:20][C:15]=2[N:14]=[CH:13]1. Product: [N:21]([C:19]1[CH:18]=[CH:17][C:16]2[NH:12][CH:13]=[N:14][C:15]=2[CH:20]=1)=[C:1]=[S:2]. The catalyst class is: 4. (6) Reactant: [CH3:1][O:2][CH2:3][C:4]([OH:6])=O.C(N1C=CN=C1)(N1C=CN=C1)=O.C(N(CC)CC)C.Cl.CNOC.[NH4+].[Cl-].[CH3:33][C:34]([CH3:38])=[CH:35][Mg]Br. Product: [CH3:1][O:2][CH2:3][C:4](=[O:6])[CH:33]=[C:34]([CH3:38])[CH3:35]. The catalyst class is: 158. (7) Reactant: [CH2:1]([N:8]1[CH2:13][CH2:12][CH:11]([N:14]2[C:18]3=[N:19][CH:20]=[N:21][C:22]([NH2:23])=[C:17]3[C:16](Br)=[N:15]2)[CH2:10][CH2:9]1)[C:2]1[CH:7]=[CH:6][CH:5]=[CH:4][CH:3]=1.[O:25]([C:32]1[CH:37]=[CH:36][C:35](B(O)O)=[CH:34][CH:33]=1)[C:26]1[CH:31]=[CH:30][CH:29]=[CH:28][CH:27]=1.C(=O)([O-])[O-].[Na+].[Na+].COCCOC. Product: [CH2:1]([N:8]1[CH2:13][CH2:12][CH:11]([N:14]2[C:18]3=[N:19][CH:20]=[N:21][C:22]([NH2:23])=[C:17]3[C:16]([C:35]3[CH:36]=[CH:37][C:32]([O:25][C:26]4[CH:31]=[CH:30][CH:29]=[CH:28][CH:27]=4)=[CH:33][CH:34]=3)=[N:15]2)[CH2:10][CH2:9]1)[C:2]1[CH:7]=[CH:6][CH:5]=[CH:4][CH:3]=1. The catalyst class is: 6. (8) Reactant: Cl[C:2]1[N:3]=[C:4]([N:22]2[CH2:27][CH2:26][O:25][CH2:24][CH2:23]2)[C:5]2[N:10]=[C:9]([CH2:11][N:12]3[CH2:15][CH:14]([CH:16]4[CH2:21][CH2:20][O:19][CH2:18][CH2:17]4)[CH2:13]3)[S:8][C:6]=2[N:7]=1.[CH:28]1([C:31]2[NH:32][C:33]3[CH:39]=[CH:38][CH:37]=[CH:36][C:34]=3[N:35]=2)[CH2:30][CH2:29]1.CC(C1C=C(C(C)C)C(C2C=CC=CC=2P(C2CCCCC2)C2CCCCC2)=C(C(C)C)C=1)C.C([O-])([O-])=O.[Cs+].[Cs+]. Product: [CH:28]1([C:31]2[N:32]([C:2]3[N:3]=[C:4]([N:22]4[CH2:23][CH2:24][O:25][CH2:26][CH2:27]4)[C:5]4[N:10]=[C:9]([CH2:11][N:12]5[CH2:13][CH:14]([CH:16]6[CH2:21][CH2:20][O:19][CH2:18][CH2:17]6)[CH2:15]5)[S:8][C:6]=4[N:7]=3)[C:33]3[CH:39]=[CH:38][CH:37]=[CH:36][C:34]=3[N:35]=2)[CH2:30][CH2:29]1. The catalyst class is: 62. (9) Reactant: [NH2:1][CH2:2][CH:3]1[C:7](=[N:8][O:9][CH3:10])[CH2:6][N:5]([C:11]2[N:20]=[C:19]3[C:14]([C:15](=[O:27])[C:16]([C:24]([OH:26])=[O:25])=[CH:17][N:18]3[CH:21]3[CH2:23][CH2:22]3)=[CH:13][C:12]=2[F:28])[CH2:4]1.[CH3:29][S:30]([OH:33])(=[O:32])=[O:31]. Product: [CH3:29][S:30]([OH:33])(=[O:32])=[O:31].[NH2:1][CH2:2][CH:3]1[C:7](=[N:8][O:9][CH3:10])[CH2:6][N:5]([C:11]2[N:20]=[C:19]3[C:14]([C:15](=[O:27])[C:16]([C:24]([OH:26])=[O:25])=[CH:17][N:18]3[CH:21]3[CH2:23][CH2:22]3)=[CH:13][C:12]=2[F:28])[CH2:4]1. The catalyst class is: 429. (10) Reactant: [C:16]([O:15][C:13](=[O:14])[C@@H:12]([NH:20][S:21]([C:24]1[CH:25]=[CH:26][C:27]([Br:30])=[CH:28][CH:29]=1)(=[O:22])=[O:23])[CH2:11][S:10][S:10][CH2:11][C@H:12]([NH:20][S:21]([C:24]1[CH:29]=[CH:28][C:27]([Br:30])=[CH:26][CH:25]=1)(=[O:23])=[O:22])[C:13]([O:15][C:16]([CH3:19])([CH3:18])[CH3:17])=[O:14])([CH3:19])([CH3:17])[CH3:18].SC[C@@H]([C@@H](CS)O)O. Product: [C:16]([O:15][C:13](=[O:14])[C@H:12]([CH2:11][SH:10])[NH:20][S:21]([C:24]1[CH:25]=[CH:26][C:27]([Br:30])=[CH:28][CH:29]=1)(=[O:22])=[O:23])([CH3:19])([CH3:17])[CH3:18]. The catalyst class is: 2.